Dataset: Reaction yield outcomes from USPTO patents with 853,638 reactions. Task: Predict the reaction yield, written as a fraction of the theoretical maximum amount of product (1.0 means a 100% yield; for example, 0.34 means a 34% yield). The reactants are [CH3:1][CH:2]([CH3:27])[CH2:3][NH:4][C:5]1[C:6]2[N:7]([C:15]([C:18]3[CH:26]=[CH:25][C:21]([C:22](O)=[O:23])=[CH:20][CH:19]=3)=[CH:16][N:17]=2)[C:8]2[C:13]([N:14]=1)=[CH:12][CH:11]=[CH:10][CH:9]=2.[NH:28]1[CH:32]=[CH:31][C:30]([NH2:33])=[N:29]1.CN(C(ON1N=NC2C=CC=NC1=2)=[N+](C)C)C.F[P-](F)(F)(F)(F)F.CN1CCOCC1. No catalyst specified. The product is [CH3:1][CH:2]([CH3:27])[CH2:3][NH:4][C:5]1[C:6]2[N:7]([C:15]([C:18]3[CH:26]=[CH:25][C:21]([C:22]([NH:33][C:30]4[CH:31]=[CH:32][NH:28][N:29]=4)=[O:23])=[CH:20][CH:19]=3)=[CH:16][N:17]=2)[C:8]2[C:13]([N:14]=1)=[CH:12][CH:11]=[CH:10][CH:9]=2. The yield is 0.180.